Dataset: Peptide-MHC class II binding affinity with 134,281 pairs from IEDB. Task: Regression. Given a peptide amino acid sequence and an MHC pseudo amino acid sequence, predict their binding affinity value. This is MHC class II binding data. The peptide sequence is AYVATVSEALRIIAG. The MHC is DRB1_0301 with pseudo-sequence DRB1_0301. The binding affinity (normalized) is 0.183.